From a dataset of Full USPTO retrosynthesis dataset with 1.9M reactions from patents (1976-2016). Predict the reactants needed to synthesize the given product. (1) The reactants are: [F:1][C:2]1[CH:10]=[C:9]2[C:5]([CH:6]=[CH:7][N:8]2[S:11]([C:14]2[CH:19]=[CH:18][CH:17]=[CH:16][CH:15]=2)(=[O:13])=[O:12])=[CH:4][C:3]=1[OH:20].C1(P(C2C=CC=CC=2)C2C=CC=CC=2)C=CC=CC=1.O[CH2:41][CH2:42][NH:43]C(=O)OC(C)(C)C.C(O)(C(F)(F)F)=O. Given the product [F:1][C:2]1[CH:10]=[C:9]2[C:5]([CH:6]=[CH:7][N:8]2[S:11]([C:14]2[CH:19]=[CH:18][CH:17]=[CH:16][CH:15]=2)(=[O:13])=[O:12])=[CH:4][C:3]=1[O:20][CH2:41][CH2:42][NH2:43], predict the reactants needed to synthesize it. (2) Given the product [SH:18][C:17]1[C:16]2[C:11](=[CH:12][C:13]([O:19][C:20]3[CH:25]=[CH:24][CH:23]=[CH:22][CH:21]=3)=[CH:14][CH:15]=2)[CH:10]=[N:9][C:8]=1[C:6]([NH:26][C@@H:27]([CH3:28])[C:29]([OH:31])=[O:30])=[O:7], predict the reactants needed to synthesize it. The reactants are: C[O-].[Na+].CO[C:6]([C:8]1[N:9]=[CH:10][C:11]2[C:16]([C:17]=1[SH:18])=[CH:15][CH:14]=[C:13]([O:19][C:20]1[CH:25]=[CH:24][CH:23]=[CH:22][CH:21]=1)[CH:12]=2)=[O:7].[NH2:26][C@H:27]([C:29]([OH:31])=[O:30])[CH3:28].Cl. (3) The reactants are: [Cl:1][C:2]1[C:7]2[N:8]=[C:9]([CH2:19][O:20][CH2:21][CH3:22])[N:10]([NH:11]C(=O)OC(C)(C)C)[C:6]=2[C:5]([CH3:23])=[C:4]([CH3:24])[N:3]=1.FC(F)(F)C(O)=O. Given the product [Cl:1][C:2]1[C:7]2[N:8]=[C:9]([CH2:19][O:20][CH2:21][CH3:22])[N:10]([NH2:11])[C:6]=2[C:5]([CH3:23])=[C:4]([CH3:24])[N:3]=1, predict the reactants needed to synthesize it. (4) Given the product [C:1]([O:4][C:35]1[C:33]2=[N:34][C:29]([C@@H:27]([NH:26][C:19]3[C:20]([C:24]#[N:25])=[C:21]([NH2:23])[N:22]=[C:17]([NH2:16])[N:18]=3)[CH3:28])=[C:30]([N:39]3[CH2:44][CH2:43][O:42][CH2:41][CH2:40]3)[CH:31]=[C:32]2[N:37]([CH3:38])[CH:36]=1)(=[O:3])[CH3:2], predict the reactants needed to synthesize it. The reactants are: [C:1]([OH:4])(=[O:3])[CH3:2].[C:1]([OH:4])(=[O:3])[CH3:2].IC1C=CC=CC=1.[NH2:16][C:17]1[N:22]=[C:21]([NH2:23])[C:20]([C:24]#[N:25])=[C:19]([NH:26][C@H:27]([C:29]2[N:34]=[C:33]3[CH:35]=[CH:36][N:37]([CH3:38])[C:32]3=[CH:31][C:30]=2[N:39]2[CH2:44][CH2:43][O:42][CH2:41][CH2:40]2)[CH3:28])[N:18]=1.[OH-].[Na+]. (5) Given the product [F:22][C:21]1[CH:20]=[CH:19][C:4]([C:5]([NH:7][C:8]2[CH:13]=[CH:12][C:11]([O:14][C:15]([F:18])([F:17])[F:16])=[CH:10][CH:9]=2)=[O:6])=[CH:3][C:2]=1[C:27]1[S:23][CH:24]=[N:25][CH:26]=1, predict the reactants needed to synthesize it. The reactants are: Br[C:2]1[CH:3]=[C:4]([CH:19]=[CH:20][C:21]=1[F:22])[C:5]([NH:7][C:8]1[CH:13]=[CH:12][C:11]([O:14][C:15]([F:18])([F:17])[F:16])=[CH:10][CH:9]=1)=[O:6].[S:23]1[CH:27]=[CH:26][N:25]=[CH:24]1.CC([O-])=O.[K+]. (6) Given the product [F:1][C:2]1[CH:3]=[C:4]([C:8]2[C:17]3[C:12](=[CH:13][CH:14]=[CH:15][CH:16]=3)[C:11]([CH3:18])=[N:10][C:9]=2[CH:19]([NH2:28])[CH3:20])[CH:5]=[CH:6][CH:7]=1, predict the reactants needed to synthesize it. The reactants are: [F:1][C:2]1[CH:3]=[C:4]([C:8]2[C:17]3[C:12](=[CH:13][CH:14]=[CH:15][CH:16]=3)[C:11]([CH3:18])=[N:10][C:9]=2[C:19](=O)[CH3:20])[CH:5]=[CH:6][CH:7]=1.C([O-])(=O)C.[NH4+].C([BH3-])#[N:28].[Na+]. (7) Given the product [N:69]([CH2:35][CH2:36][CH2:37][CH2:38][CH2:39][CH2:40][CH2:41][CH2:42][CH2:43][CH2:44][CH2:45][CH2:46][CH2:47][CH2:48][CH2:49][C:50]([O:52][CH2:53][CH3:54])=[O:51])=[N+:70]=[N-:71], predict the reactants needed to synthesize it. The reactants are: C1(P(C2C=CC=CC=2)C2C=CC=CC=2)C=CC=CC=1.N(C(OC(C)C)=O)=NC(OC(C)C)=O.O[CH2:35][CH2:36][CH2:37][CH2:38][CH2:39][CH2:40][CH2:41][CH2:42][CH2:43][CH2:44][CH2:45][CH2:46][CH2:47][CH2:48][CH2:49][C:50]([O:52][CH2:53][CH3:54])=[O:51].C1(P([N:69]=[N+:70]=[N-:71])(C2C=CC=CC=2)=O)C=CC=CC=1. (8) Given the product [CH3:6][C:4]([O:7][C:8]([NH:10][C@@H:11]([CH2:18][CH3:19])/[CH:12]=[CH:13]/[C:14]([OH:16])=[O:15])=[O:9])([CH3:3])[CH3:5], predict the reactants needed to synthesize it. The reactants are: [Li+].[OH-].[CH3:3][C:4]([O:7][C:8]([NH:10][C@@H:11]([CH2:18][CH3:19])/[CH:12]=[CH:13]/[C:14]([O:16]C)=[O:15])=[O:9])([CH3:6])[CH3:5].O. (9) Given the product [N+:36]([C:33]1[CH:34]=[CH:35][C:30]([CH:25]2[CH2:24][CH:23]([OH:39])[C:22]3[C:27](=[CH:28][CH:29]=[C:20]([OH:19])[CH:21]=3)[O:26]2)=[CH:31][CH:32]=1)([O-:38])=[O:37], predict the reactants needed to synthesize it. The reactants are: C1(C2CC(O)C3C(=CC=C(O)C=3)O2)C=CC=CC=1.[OH:19][C:20]1[CH:21]=[C:22]2[C:27](=[CH:28][CH:29]=1)[O:26][CH:25]([C:30]1[CH:35]=[CH:34][C:33]([N+:36]([O-:38])=[O:37])=[CH:32][CH:31]=1)[CH2:24][C:23]2=[O:39]. (10) Given the product [Cl:1][C:2]1[CH:3]=[C:4]([C:12]2[N:16]=[C:15]([C:17]3[CH:18]=[CH:19][C:20]([NH:21][CH:25]4[CH2:28][CH:27]([C:29]([OH:31])=[O:30])[CH2:26]4)=[CH:22][CH:23]=3)[O:14][N:13]=2)[CH:5]=[CH:6][C:7]=1[O:8][CH:9]([CH3:11])[CH3:10], predict the reactants needed to synthesize it. The reactants are: [Cl:1][C:2]1[CH:3]=[C:4]([C:12]2[N:16]=[C:15]([C:17]3[CH:23]=[CH:22][C:20]([NH2:21])=[CH:19][CH:18]=3)[O:14][N:13]=2)[CH:5]=[CH:6][C:7]=1[O:8][CH:9]([CH3:11])[CH3:10].O=[C:25]1[CH2:28][CH:27]([C:29]([OH:31])=[O:30])[CH2:26]1.C(O)(=O)C.C([BH3-])#N.[Na+].